From a dataset of Catalyst prediction with 721,799 reactions and 888 catalyst types from USPTO. Predict which catalyst facilitates the given reaction. (1) Reactant: [CH3:1][O:2][C:3]1[C:4]([N+:10]([O-])=O)=[N:5][CH:6]=[CH:7][C:8]=1[CH3:9]. Product: [NH2:10][C:4]1[C:3]([O:2][CH3:1])=[C:8]([CH3:9])[CH:7]=[CH:6][N:5]=1. The catalyst class is: 19. (2) Reactant: [Br:1][C:2]1([Br:9])[CH2:4][C:3]1([Br:8])[CH2:5][CH2:6][OH:7].N1C=CC=CC=1.[C:16]1([S:22](Cl)(=[O:24])=[O:23])[CH:21]=[CH:20][CH:19]=[CH:18][CH:17]=1.O. Product: [Br:1][C:2]1([Br:9])[CH2:4][C:3]1([Br:8])[CH2:5][CH2:6][O:7][S:22]([C:16]1[CH:21]=[CH:20][CH:19]=[CH:18][CH:17]=1)(=[O:24])=[O:23]. The catalyst class is: 2.